From a dataset of Full USPTO retrosynthesis dataset with 1.9M reactions from patents (1976-2016). Predict the reactants needed to synthesize the given product. The reactants are: CCN(S(F)(F)F)CC.[CH3:10][C:11]([C:29]1[CH:44]=[CH:43][C:32]([C:33]([NH:35][C@H:36]([CH2:41]O)[C:37]([O:39][CH3:40])=[O:38])=[O:34])=[CH:31][CH:30]=1)([C:15]1[CH:20]=[CH:19][C:18]([O:21][CH2:22][C:23]2[CH:28]=[CH:27][CH:26]=[CH:25][N:24]=2)=[CH:17][CH:16]=1)[CH:12]([CH3:14])[CH3:13].C(=O)([O-])[O-].[K+].[K+].O. Given the product [CH3:10][C:11]([C:29]1[CH:44]=[CH:43][C:32]([C:33]2[O:34][CH2:41][C@H:36]([C:37]([O:39][CH3:40])=[O:38])[N:35]=2)=[CH:31][CH:30]=1)([C:15]1[CH:16]=[CH:17][C:18]([O:21][CH2:22][C:23]2[CH:28]=[CH:27][CH:26]=[CH:25][N:24]=2)=[CH:19][CH:20]=1)[CH:12]([CH3:14])[CH3:13], predict the reactants needed to synthesize it.